This data is from Catalyst prediction with 721,799 reactions and 888 catalyst types from USPTO. The task is: Predict which catalyst facilitates the given reaction. (1) Reactant: C([O:3][C:4](=[O:33])[CH2:5][C:6]1[C:14]2[C:9](=[CH:10][C:11]([C:15]3[CH:20]=[C:19]([NH2:21])[CH:18]=[C:17]([NH2:22])[CH:16]=3)=[CH:12][CH:13]=2)[N:8]([CH2:23][C:24]2[S:25][C:26]3[CH:32]=[CH:31][CH:30]=[CH:29][C:27]=3[N:28]=2)[CH:7]=1)C.[OH-].[Na+]. Product: [S:25]1[C:26]2[CH:32]=[CH:31][CH:30]=[CH:29][C:27]=2[N:28]=[C:24]1[CH2:23][N:8]1[C:9]2[C:14](=[CH:13][CH:12]=[C:11]([C:15]3[CH:20]=[C:19]([NH2:21])[CH:18]=[C:17]([NH2:22])[CH:16]=3)[CH:10]=2)[C:6]([CH2:5][C:4]([OH:33])=[O:3])=[CH:7]1. The catalyst class is: 14. (2) Reactant: [CH2:1]([O:8][C:9]([N:11]([CH3:16])[CH2:12][C:13]([OH:15])=O)=[O:10])[C:2]1[CH:7]=[CH:6][CH:5]=[CH:4][CH:3]=1.F[P-](F)(F)(F)(F)F.N1(OC(N(C)C)=[N+](C)C)C2N=CC=CC=2N=N1.C(N(CC)C(C)C)(C)C.[Br:50][C:51]1[CH:52]=[C:53]([NH2:58])[C:54]([NH2:57])=[N:55][CH:56]=1. Product: [C:2]1([CH2:1][O:8][C:9](=[O:10])[N:11]([CH2:12][C:13]([NH:58][C:53]2[C:54]([NH2:57])=[N:55][CH:56]=[C:51]([Br:50])[CH:52]=2)=[O:15])[CH3:16])[CH:3]=[CH:4][CH:5]=[CH:6][CH:7]=1. The catalyst class is: 42. (3) Reactant: [CH3:14][CH:12]([O:11][C:9](/[N:8]=[N:8]/[C:9]([O:11][CH:12]([CH3:14])C)=[O:10])=[O:10])C.[C:15]([N:18]1[CH2:23][CH2:22][N:21]([CH2:24][CH2:25][CH2:26][O:27][C:28]2[CH:33]=[CH:32][C:31]([CH:34]3[CH2:39][CH2:38]N(C4CCC5N(C(C(F)(F)F)=NN=5)N=4)[CH2:36][CH2:35]3)=[CH:30][CH:29]=2)[CH2:20][CH2:19]1)(=[O:17])[CH3:16].C(N1CCN(CCCO)CC1)(=O)C.[C:66]1(P([C:66]2[CH:71]=[CH:70]C=[CH:68][CH:67]=2)[C:66]2[CH:71]=[CH:70]C=[CH:68][CH:67]=2)[CH:71]=[CH:70]C=[CH:68][CH:67]=1. Product: [C:15]([N:18]1[CH2:23][CH2:22][N:21]([CH2:24][CH2:25][CH2:26][O:27][C:28]2[CH:29]=[CH:30][C:31]([C:34]3[CH2:35][CH2:36][N:8]([C:9]([O:11][CH2:12][C:14]4[CH:70]=[CH:71][CH:66]=[CH:67][CH:68]=4)=[O:10])[CH2:38][CH:39]=3)=[CH:32][CH:33]=2)[CH2:20][CH2:19]1)(=[O:17])[CH3:16]. The catalyst class is: 1. (4) Reactant: [F:1][C:2]([F:16])([F:15])[C:3]([NH:5][C:6]1[N:7]=[C:8]2[CH2:13][NH:12][CH2:11][CH2:10][N:9]2[CH:14]=1)=[O:4].[F-].[Cs+].Cl[C:20]1[CH:25]=[C:24]([C:26]2[C:31]([CH3:32])=[CH:30][C:29]([CH3:33])=[CH:28][N:27]=2)[C:23]([Cl:34])=[CH:22][N:21]=1. Product: [Cl:34][C:23]1[C:24]([C:26]2[C:31]([CH3:32])=[CH:30][C:29]([CH3:33])=[CH:28][N:27]=2)=[CH:25][C:20]([N:12]2[CH2:11][CH2:10][N:9]3[CH:14]=[C:6]([NH:5][C:3](=[O:4])[C:2]([F:15])([F:1])[F:16])[N:7]=[C:8]3[CH2:13]2)=[N:21][CH:22]=1. The catalyst class is: 16. (5) Reactant: [C:1](=[O:4])([O-:3])[O-].[Na+].[Na+].[C:15](O[C:15]([O:17][C:18]([CH3:21])([CH3:20])[CH3:19])=[O:16])([O:17][C:18]([CH3:21])([CH3:20])[CH3:19])=[O:16].[N+:22]([C:25]1[CH:30]=[CH:29][C:28]([CH:31]([NH2:34])[CH2:32][NH2:33])=[CH:27][CH:26]=1)([O-:24])=[O:23]. Product: [C:18]([O:3][C:1]([NH:34][CH:31]([C:28]1[CH:27]=[CH:26][C:25]([N+:22]([O-:24])=[O:23])=[CH:30][CH:29]=1)[CH2:32][NH:33][C:15](=[O:16])[O:17][C:18]([CH3:19])([CH3:20])[CH3:21])=[O:4])([CH3:21])([CH3:20])[CH3:19]. The catalyst class is: 24. (6) Reactant: [CH3:1][O:2][C:3]1[C:8]([CH2:9]Cl)=[CH:7][CH:6]=[CH:5][N:4]=1.[CH3:11][O:12][C:13]1[CH:26]=[CH:25][CH:24]=[CH:23][C:14]=1[O:15][CH2:16][CH:17]1[CH2:22][CH2:21][NH:20][CH2:19][CH2:18]1.C(=O)([O-])[O-].[K+].[K+]. Product: [CH3:1][O:2][C:3]1[C:8]([CH2:9][N:20]2[CH2:19][CH2:18][CH:17]([CH2:16][O:15][C:14]3[CH:23]=[CH:24][CH:25]=[CH:26][C:13]=3[O:12][CH3:11])[CH2:22][CH2:21]2)=[CH:7][CH:6]=[CH:5][N:4]=1. The catalyst class is: 10. (7) Reactant: Br[C:2]1[C:3]([F:21])=[C:4]([F:20])[C:5]([NH:12][C:13]2[CH:18]=[CH:17][CH:16]=[CH:15][C:14]=2[F:19])=[C:6]([CH:11]=1)[C:7]([O:9][CH3:10])=[O:8].C(N(CC)C(C)C)(C)C.CC1(C)C2C(=C(P(C3C=CC=CC=3)C3C=CC=CC=3)C=CC=2)OC2C(P(C3C=CC=CC=3)C3C=CC=CC=3)=CC=CC1=2.[CH2:73]([SH:80])[C:74]1[CH:79]=[CH:78][CH:77]=[CH:76][CH:75]=1. Product: [CH2:73]([S:80][C:2]1[C:3]([F:21])=[C:4]([F:20])[C:5]([NH:12][C:13]2[CH:18]=[CH:17][CH:16]=[CH:15][C:14]=2[F:19])=[C:6]([CH:11]=1)[C:7]([O:9][CH3:10])=[O:8])[C:74]1[CH:79]=[CH:78][CH:77]=[CH:76][CH:75]=1. The catalyst class is: 62.